This data is from NCI-60 drug combinations with 297,098 pairs across 59 cell lines. The task is: Regression. Given two drug SMILES strings and cell line genomic features, predict the synergy score measuring deviation from expected non-interaction effect. (1) Drug 1: C1=CC(=CC=C1CCC2=CNC3=C2C(=O)NC(=N3)N)C(=O)NC(CCC(=O)O)C(=O)O. Drug 2: CC1=C(C=C(C=C1)C(=O)NC2=CC(=CC(=C2)C(F)(F)F)N3C=C(N=C3)C)NC4=NC=CC(=N4)C5=CN=CC=C5. Cell line: PC-3. Synergy scores: CSS=29.4, Synergy_ZIP=3.48, Synergy_Bliss=-2.33, Synergy_Loewe=-15.0, Synergy_HSA=-0.157. (2) Drug 1: CC1OCC2C(O1)C(C(C(O2)OC3C4COC(=O)C4C(C5=CC6=C(C=C35)OCO6)C7=CC(=C(C(=C7)OC)O)OC)O)O. Drug 2: C1=CC=C(C(=C1)C(C2=CC=C(C=C2)Cl)C(Cl)Cl)Cl. Cell line: HS 578T. Synergy scores: CSS=23.8, Synergy_ZIP=4.28, Synergy_Bliss=5.43, Synergy_Loewe=-7.64, Synergy_HSA=5.63.